This data is from Forward reaction prediction with 1.9M reactions from USPTO patents (1976-2016). The task is: Predict the product of the given reaction. (1) The product is: [CH3:1][C:2]1([CH3:30])[C:11]2[C:6](=[CH:7][CH:8]=[C:9]([CH:12]([CH2:25][CH2:26][CH2:27][CH2:28][CH3:29])/[CH:13]=[CH:14]/[C:15]3[CH:16]=[CH:17][C:18]([C:19]([OH:21])=[O:20])=[CH:23][CH:24]=3)[CH:10]=2)[S:5][CH2:4][CH2:3]1. Given the reactants [CH3:1][C:2]1([CH3:30])[C:11]2[C:6](=[CH:7][CH:8]=[C:9]([CH:12]([CH2:25][CH2:26][CH2:27][CH2:28][CH3:29])/[CH:13]=[CH:14]/[C:15]3[CH:24]=[CH:23][C:18]([C:19]([O:21]C)=[O:20])=[CH:17][CH:16]=3)[CH:10]=2)[S:5][CH2:4][CH2:3]1.O.[OH-].[Li+], predict the reaction product. (2) Given the reactants [Cl:1][C:2]1[CH:3]=[N:4][CH:5]=[C:6]([Cl:20])[C:7]=1[S:8][C:9]1[S:13][C:12]([C:14](Cl)=[O:15])=[CH:11][C:10]=1[N+:17]([O-:19])=[O:18].[C:21]([NH2:25])([CH3:24])([CH3:23])[CH3:22], predict the reaction product. The product is: [C:21]([NH:25][C:14]([C:12]1[S:13][C:9]([S:8][C:7]2[C:2]([Cl:1])=[CH:3][N:4]=[CH:5][C:6]=2[Cl:20])=[C:10]([N+:17]([O-:19])=[O:18])[CH:11]=1)=[O:15])([CH3:24])([CH3:23])[CH3:22]. (3) Given the reactants O[N:2]=[CH:3][NH:4][C:5]1[CH:10]=[CH:9][C:8]([CH2:11][N:12]2[C:20]3[C:15](=[CH:16][CH:17]=[CH:18][CH:19]=3)[C:14]3([C:32]4[C:23](=[CH:24][C:25]5[O:30][CH2:29][CH2:28][O:27][C:26]=5[CH:31]=4)[O:22][CH2:21]3)[C:13]2=[O:33])=[CH:7][N:6]=1.FC(F)(F)C(OC(=O)C(F)(F)F)=O, predict the reaction product. The product is: [N:4]1[CH:3]=[N:2][N:6]2[CH:7]=[C:8]([CH2:11][N:12]3[C:20]4[C:15](=[CH:16][CH:17]=[CH:18][CH:19]=4)[C:14]4([C:32]5[C:23](=[CH:24][C:25]6[O:30][CH2:29][CH2:28][O:27][C:26]=6[CH:31]=5)[O:22][CH2:21]4)[C:13]3=[O:33])[CH:9]=[CH:10][C:5]=12.